Predict the product of the given reaction. From a dataset of Forward reaction prediction with 1.9M reactions from USPTO patents (1976-2016). The product is: [CH2:29]([N:28]([CH2:33][CH:34]([CH3:36])[CH3:35])[C:14]1[CH:13]=[CH:12][C:11]([C:2]2[CH2:3][CH2:4][CH2:5][C:1]=2[C:6]([O:8][CH3:9])=[O:7])=[CH:16][C:15]=1[NH:17][C:18]([NH:20][C:21]1[CH:26]=[CH:25][C:24]([CH3:27])=[CH:23][CH:22]=1)=[O:19])[CH:30]([CH3:32])[CH3:31]. Given the reactants [C:1]1([C:6]([O:8][CH3:9])=[O:7])[CH2:5][CH2:4][CH2:3][CH:2]=1.Br[C:11]1[CH:12]=[CH:13][C:14]([N:28]([CH2:33][CH:34]([CH3:36])[CH3:35])[CH2:29][CH:30]([CH3:32])[CH3:31])=[C:15]([NH:17][C:18]([NH:20][C:21]2[CH:26]=[CH:25][C:24]([CH3:27])=[CH:23][CH:22]=2)=[O:19])[CH:16]=1.C1(C)C=CC=CC=1P(C1C=CC=CC=1C)C1C=CC=CC=1C, predict the reaction product.